This data is from Catalyst prediction with 721,799 reactions and 888 catalyst types from USPTO. The task is: Predict which catalyst facilitates the given reaction. (1) Reactant: [C:1]([O:5][C:6]([N:8]1[C@@H:12]([CH2:13][CH2:14][C:15]2[CH:20]=[CH:19][C:18](Br)=[CH:17][CH:16]=2)[C@H:11]([CH3:22])[O:10][C:9]1([CH3:24])[CH3:23])=[O:7])([CH3:4])([CH3:3])[CH3:2].[C:25]1([C:31]([C:33]2[CH:38]=[CH:37][CH:36]=[CH:35][CH:34]=2)=[NH:32])[CH:30]=[CH:29][CH:28]=[CH:27][CH:26]=1.CC(C)([O-])C.[Na+]. Product: [C:1]([O:5][C:6]([N:8]1[C@@H:12]([CH2:13][CH2:14][C:15]2[CH:20]=[CH:19][C:18]([N:32]=[C:31]([C:25]3[CH:30]=[CH:29][CH:28]=[CH:27][CH:26]=3)[C:33]3[CH:38]=[CH:37][CH:36]=[CH:35][CH:34]=3)=[CH:17][CH:16]=2)[C@H:11]([CH3:22])[O:10][C:9]1([CH3:24])[CH3:23])=[O:7])([CH3:4])([CH3:3])[CH3:2]. The catalyst class is: 11. (2) Reactant: [C:1]([O:4][C@@H:5]1[C:14]2[C:9](=[N:10][C:11]([C:21]3[CH:26]=[CH:25][CH:24]=[CH:23][CH:22]=3)=[C:12]([C:15]3[CH:20]=[CH:19][CH:18]=[CH:17][CH:16]=3)[N:13]=2)[NH:8][CH2:7][CH2:6]1)(=[O:3])[CH3:2].O=[CH:28][CH2:29][CH2:30][CH2:31][CH2:32][CH2:33][C:34]([O:36][CH2:37][CH3:38])=[O:35].C(O[BH-](OC(=O)C)OC(=O)C)(=O)C.[Na+].O. Product: [C:1]([O:4][C@@H:5]1[C:14]2[C:9](=[N:10][C:11]([C:21]3[CH:26]=[CH:25][CH:24]=[CH:23][CH:22]=3)=[C:12]([C:15]3[CH:20]=[CH:19][CH:18]=[CH:17][CH:16]=3)[N:13]=2)[N:8]([CH2:28][CH2:29][CH2:30][CH2:31][CH2:32][CH2:33][C:34]([O:36][CH2:37][CH3:38])=[O:35])[CH2:7][CH2:6]1)(=[O:3])[CH3:2]. The catalyst class is: 525. (3) Reactant: [Cl:1][C:2]1[CH:10]=[CH:9][C:8]([N+:11]([O-:13])=[O:12])=[CH:7][C:3]=1[C:4]([OH:6])=O.C(N1C=CN=C1)([N:16]1[CH:20]=[CH:19]N=C1)=O.C(N(CC)CC)C.C(N)C. Product: [CH2:20]([NH:16][C:4](=[O:6])[C:3]1[CH:7]=[C:8]([N+:11]([O-:13])=[O:12])[CH:9]=[CH:10][C:2]=1[Cl:1])[CH3:19]. The catalyst class is: 1. (4) Reactant: [Cl:1][C:2]1[C:6]([N:7]([CH2:13][CH3:14])[C:8](=[O:12])[CH:9]([OH:11])[CH3:10])=[CH:5][N:4]([C:15]2[CH:16]=[N:17][CH:18]=[CH:19][CH:20]=2)[N:3]=1.[CH3:21][N:22]([CH3:26])[C:23](Cl)=[O:24]. Product: [CH3:21][N:22]([CH3:26])[C:23](=[O:24])[O:11][CH:9]([CH3:10])[C:8]([N:7]([C:6]1[C:2]([Cl:1])=[N:3][N:4]([C:15]2[CH:16]=[N:17][CH:18]=[CH:19][CH:20]=2)[CH:5]=1)[CH2:13][CH3:14])=[O:12]. The catalyst class is: 2. (5) Product: [CH2:1]([O:8][C:9]1[CH:10]=[C:11]2[C:16](=[CH:17][CH:18]=1)[N:15]([CH:19]1[CH2:20][CH2:21][NH:22][CH2:23][CH2:24]1)[C:14](=[O:32])[N:13]([CH2:33][C:34]1[CH:39]=[CH:38][C:37]([O:40][CH3:41])=[C:36]([O:42][CH3:43])[CH:35]=1)[C:12]2=[O:44])[C:2]1[CH:7]=[CH:6][CH:5]=[CH:4][CH:3]=1. The catalyst class is: 2. Reactant: [CH2:1]([O:8][C:9]1[CH:10]=[C:11]2[C:16](=[CH:17][CH:18]=1)[N:15]([CH:19]1[CH2:24][CH2:23][N:22](C(OC(C)(C)C)=O)[CH2:21][CH2:20]1)[C:14](=[O:32])[N:13]([CH2:33][C:34]1[CH:39]=[CH:38][C:37]([O:40][CH3:41])=[C:36]([O:42][CH3:43])[CH:35]=1)[C:12]2=[O:44])[C:2]1[CH:7]=[CH:6][CH:5]=[CH:4][CH:3]=1.C(O)(C(F)(F)F)=O.C([O-])([O-])=O.[K+].[K+]. (6) Reactant: [Br:1][C:2]1[CH:9]=[CH:8][C:5]([CH2:6][NH2:7])=[C:4]([F:10])[CH:3]=1.[CH2:11]([S:13](Cl)(=[O:15])=[O:14])[CH3:12]. Product: [Br:1][C:2]1[CH:9]=[CH:8][C:5]([CH2:6][NH:7][S:13]([CH2:11][CH3:12])(=[O:15])=[O:14])=[C:4]([F:10])[CH:3]=1. The catalyst class is: 17.